This data is from Full USPTO retrosynthesis dataset with 1.9M reactions from patents (1976-2016). The task is: Predict the reactants needed to synthesize the given product. (1) Given the product [CH2:1]([O:8][C:9](=[O:29])[CH:10]([NH:11][C:12]([O:14][C:15]([CH3:16])([CH3:18])[CH3:17])=[O:13])[CH2:19][C:20]1[C:28]2[C:23](=[CH:24][CH:25]=[CH:26][CH:27]=2)[N:22]([CH2:34][C:33]2[CH:36]=[CH:37][C:38]([F:39])=[C:31]([F:30])[CH:32]=2)[CH:21]=1)[C:2]1[CH:7]=[CH:6][CH:5]=[CH:4][CH:3]=1, predict the reactants needed to synthesize it. The reactants are: [CH2:1]([O:8][C:9](=[O:29])[C@H:10]([CH2:19][C:20]1[C:28]2[C:23](=[CH:24][CH:25]=[CH:26][CH:27]=2)[NH:22][CH:21]=1)[NH:11][C:12]([O:14][C:15]([CH3:18])([CH3:17])[CH3:16])=[O:13])[C:2]1[CH:7]=[CH:6][CH:5]=[CH:4][CH:3]=1.[F:30][C:31]1[CH:32]=[C:33]([CH:36]=[CH:37][C:38]=1[F:39])[CH2:34]Br.[H-].[Na+]. (2) Given the product [N+:1]([C:4]1[C:5]([CH:14]([C:18]2[CH:23]=[CH:22][CH:21]=[CH:20][CH:19]=2)[OH:15])=[CH:6][CH:7]=[C:8]2[C:13]=1[N:12]=[CH:11][CH:10]=[CH:9]2)([O-:3])=[O:2], predict the reactants needed to synthesize it. The reactants are: [N+:1]([C:4]1[C:5]([CH:14]=[O:15])=[CH:6][CH:7]=[C:8]2[C:13]=1[N:12]=[CH:11][CH:10]=[CH:9]2)([O-:3])=[O:2].Br[Mg][C:18]1[CH:23]=[CH:22][CH:21]=[CH:20][CH:19]=1. (3) The reactants are: [CH2:1]([C:9]1[CH:15]=[CH:14][C:12]([NH2:13])=[CH:11][CH:10]=1)[CH2:2][CH2:3][CH2:4][CH2:5][CH2:6][CH2:7][CH3:8].OO.[I:18]I. Given the product [I:18][C:14]1[CH:15]=[C:9]([CH2:1][CH2:2][CH2:3][CH2:4][CH2:5][CH2:6][CH2:7][CH3:8])[CH:10]=[CH:11][C:12]=1[NH2:13], predict the reactants needed to synthesize it. (4) Given the product [F:1][C:2]([F:16])([F:15])[C:3]1[CH:4]=[C:5]([CH:7]=[C:8]([C:11]([F:14])([F:13])[F:12])[C:9]=1[C:18]#[N:19])[NH2:6], predict the reactants needed to synthesize it. The reactants are: [F:1][C:2]([F:16])([F:15])[C:3]1[CH:4]=[C:5]([CH:7]=[C:8]([C:11]([F:14])([F:13])[F:12])[C:9]=1Br)[NH2:6].[Cu](C#N)[C:18]#[N:19].O.C(OCC)(=O)C. (5) Given the product [CH3:16][C:13]1[CH:14]=[CH:15][C:10]([NH:9][C:8]([NH:44][CH2:43][C:42]2[CH:45]=[CH:46][CH:47]=[CH:48][C:41]=2[N:35]2[CH2:40][CH2:39][O:38][CH2:37][CH2:36]2)=[O:7])=[CH:11][C:12]=1[C:17]#[C:18][C:19]1[CH:24]=[N:23][C:22]([NH:25][CH2:26][CH2:27][N:28]2[CH2:33][CH2:32][O:31][CH2:30][CH2:29]2)=[N:21][CH:20]=1, predict the reactants needed to synthesize it. The reactants are: C1([O:7][C:8](=O)[NH:9][C:10]2[CH:15]=[CH:14][C:13]([CH3:16])=[C:12]([C:17]#[C:18][C:19]3[CH:20]=[N:21][C:22]([NH:25][CH2:26][CH2:27][N:28]4[CH2:33][CH2:32][O:31][CH2:30][CH2:29]4)=[N:23][CH:24]=3)[CH:11]=2)C=CC=CC=1.[N:35]1([C:41]2[CH:48]=[CH:47][CH:46]=[CH:45][C:42]=2[CH2:43][NH2:44])[CH2:40][CH2:39][O:38][CH2:37][CH2:36]1. (6) Given the product [N:24]1([C:2]2[CH:7]=[C:6]([NH:8][CH:9]3[CH2:14][CH2:13][O:12][CH2:11][CH2:10]3)[N:5]=[C:4]([CH2:15][P:16](=[O:23])([O:20][CH2:21][CH3:22])[O:17][CH2:18][CH3:19])[N:3]=2)[CH2:28][CH2:27][CH2:26][CH2:25]1, predict the reactants needed to synthesize it. The reactants are: Cl[C:2]1[CH:7]=[C:6]([NH:8][CH:9]2[CH2:14][CH2:13][O:12][CH2:11][CH2:10]2)[N:5]=[C:4]([CH2:15][P:16](=[O:23])([O:20][CH2:21][CH3:22])[O:17][CH2:18][CH3:19])[N:3]=1.[NH:24]1[CH2:28][CH2:27][CH2:26][CH2:25]1.O.